This data is from Peptide-MHC class I binding affinity with 185,985 pairs from IEDB/IMGT. The task is: Regression. Given a peptide amino acid sequence and an MHC pseudo amino acid sequence, predict their binding affinity value. This is MHC class I binding data. (1) The peptide sequence is FMKVKFEAL. The MHC is HLA-A68:02 with pseudo-sequence HLA-A68:02. The binding affinity (normalized) is 0.220. (2) The peptide sequence is FKPSDYFPSV. The MHC is HLA-A02:01 with pseudo-sequence HLA-A02:01. The binding affinity (normalized) is 0.213.